From a dataset of Experimental lipophilicity measurements (octanol/water distribution) for 4,200 compounds from AstraZeneca. Regression/Classification. Given a drug SMILES string, predict its absorption, distribution, metabolism, or excretion properties. Task type varies by dataset: regression for continuous measurements (e.g., permeability, clearance, half-life) or binary classification for categorical outcomes (e.g., BBB penetration, CYP inhibition). For this dataset (lipophilicity_astrazeneca), we predict Y. (1) The compound is CCN(CC)S(=O)(=O)c1ccc(-c2nnc(SCC(=O)N3CCc4ccccc43)o2)cc1. The Y is 3.90 logD. (2) The molecule is CCOC(=O)C1(c2ccccc2)CCN(C)CC1. The Y is 1.40 logD. (3) The drug is CC(C)(C)NC(=O)Nc1ccc(-c2c(N)nc(N)nc2COCc2ccccc2)cc1. The Y is 3.09 logD. (4) The molecule is O=C(Nc1cccc(O)c1)c1ccc(OCCCN2CCCC2)cc1OCc1ccccc1. The Y is 3.07 logD. (5) The molecule is COc1ccc(C=NN=Cc2ccc(OC)c(OC)c2)cc1OC. The Y is 3.38 logD. (6) The drug is CCCCOc1nc(N)c2[nH]c(=O)n(Cc3cccc(CC(=O)O)c3)c2n1. The Y is 0.140 logD. (7) The compound is O=C1CC(c2ccc(O)cc2)Oc2cc(O)ccc21. The Y is 2.40 logD. (8) The compound is CC(C)C(NC(=O)Cn1c(-c2ccc(F)cc2)ncc(NC(=O)OCc2ccncc2)c1=O)C(=O)C(F)(F)F. The Y is 2.22 logD. (9) The compound is O=C(Nc1ccc(N2CCOCC2)cc1)c1nnc(NC(=O)C2(c3ccc(Cl)cc3)CCCC2)o1. The Y is 3.72 logD.